This data is from Forward reaction prediction with 1.9M reactions from USPTO patents (1976-2016). The task is: Predict the product of the given reaction. (1) Given the reactants O[C:2]1[CH:7]=[CH:6][CH:5]=[CH:4][C:3]=1[C:8](=[O:10])[CH3:9].[OH2:11], predict the reaction product. The product is: [OH:11][CH2:9][C:8]([C:3]1[CH:4]=[CH:5][CH:6]=[CH:7][CH:2]=1)=[O:10]. (2) Given the reactants BrCCBr.Cl[Si](C)(C)C.I[CH:11]1[CH2:14][N:13]([C:15]([O:17][C:18]([CH3:21])([CH3:20])[CH3:19])=[O:16])[CH2:12]1.O1C=CC=C1P(C1OC=CC=1)C1OC=CC=1.I[C:39]1[CH:49]=[CH:48][C:42]([C:43]([O:45][CH2:46][CH3:47])=[O:44])=[CH:41][CH:40]=1, predict the reaction product. The product is: [CH2:46]([O:45][C:43]([C:42]1[CH:48]=[CH:49][C:39]([CH:11]2[CH2:14][N:13]([C:15]([O:17][C:18]([CH3:21])([CH3:20])[CH3:19])=[O:16])[CH2:12]2)=[CH:40][CH:41]=1)=[O:44])[CH3:47].